Task: Regression/Classification. Given a drug SMILES string, predict its absorption, distribution, metabolism, or excretion properties. Task type varies by dataset: regression for continuous measurements (e.g., permeability, clearance, half-life) or binary classification for categorical outcomes (e.g., BBB penetration, CYP inhibition). Dataset: cyp3a4_veith.. Dataset: CYP3A4 inhibition data for predicting drug metabolism from PubChem BioAssay (1) The molecule is CC(C)(CNC(=O)c1ccc([N+](=O)[O-])c(Cl)c1)CNC(=O)c1ccc([N+](=O)[O-])c(Cl)c1. The result is 1 (inhibitor). (2) The drug is NCCc1c[nH]c2ccc(OC(=O)C(=O)O)cc12. The result is 0 (non-inhibitor). (3) The compound is CCC1(C)CC(=O)NC(=O)C1. The result is 0 (non-inhibitor).